This data is from Full USPTO retrosynthesis dataset with 1.9M reactions from patents (1976-2016). The task is: Predict the reactants needed to synthesize the given product. (1) Given the product [F:30][C:10]1[CH:9]=[C:8]([NH:7][C:43]([C:42]2[C:37](=[O:36])[N:38]([C:46]3[CH:51]=[CH:50][CH:49]=[CH:48][CH:47]=3)[CH:39]=[CH:40][CH:41]=2)=[O:45])[CH:13]=[CH:12][C:11]=1[O:14][C:15]1[CH:20]=[CH:19][N:18]=[C:17]2[NH:21][C:22]([C:24]3[CH:25]=[N:26][CH:27]=[CH:28][CH:29]=3)=[CH:23][C:16]=12, predict the reactants needed to synthesize it. The reactants are: Cl.FC1C=CC=C(F)C=1C([NH:7][C:8]1[CH:13]=[CH:12][C:11]([O:14][C:15]2[CH:20]=[CH:19][N:18]=[C:17]3[NH:21][C:22]([C:24]4[CH:25]=[N:26][CH:27]=[CH:28][CH:29]=4)=[CH:23][C:16]=23)=[C:10]([F:30])[CH:9]=1)=O.[O:36]=[C:37]1[C:42]([C:43]([OH:45])=O)=[CH:41][CH:40]=[CH:39][N:38]1[C:46]1[CH:51]=[CH:50][CH:49]=[CH:48][CH:47]=1. (2) Given the product [CH3:1][N:2]([CH3:20])[C:3]1[CH:4]=[CH:5][C:6]([C:9]2[C:17]3[C:12](=[CH:13][CH:14]=[C:15]([C:18]([NH2:19])=[O:21])[CH:16]=3)[NH:11][N:10]=2)=[CH:7][CH:8]=1, predict the reactants needed to synthesize it. The reactants are: [CH3:1][N:2]([CH3:20])[C:3]1[CH:8]=[CH:7][C:6]([C:9]2[C:17]3[C:12](=[CH:13][CH:14]=[C:15]([C:18]#[N:19])[CH:16]=3)[NH:11][N:10]=2)=[CH:5][CH:4]=1.[OH-:21].[Na+]. (3) The reactants are: O[CH:2]1[CH2:7][NH:6][C:5](=[O:8])[N:4]2[C:9]3[N:15]=[CH:14][CH:13]=[CH:12][C:10]=3[CH:11]=[C:3]12.C(Cl)Cl. Given the product [N:15]1[C:9]2[N:4]3[C:5](=[O:8])[NH:6][CH:7]=[CH:2][C:3]3=[CH:11][C:10]=2[CH:12]=[CH:13][CH:14]=1, predict the reactants needed to synthesize it. (4) Given the product [CH2:1]([C:3]1[CH:8]=[CH:7][C:6]([CH2:9][CH2:10][CH:11]=[O:12])=[CH:5][CH:4]=1)[CH3:2], predict the reactants needed to synthesize it. The reactants are: [CH2:1]([C:3]1[CH:8]=[CH:7][C:6]([CH2:9][CH:10]=[CH:11][O:12]C)=[CH:5][CH:4]=1)[CH3:2].C(C1C=CC(C=O)=CC=1)C. (5) Given the product [C:24]1([N:22]2[CH:23]=[C:19]([CH2:18][O:17][C:11]3[CH:10]=[C:9]4[C:14]([C:15](=[O:16])[C:6]([CH2:5][C:4]5[CH:30]=[CH:31][CH:32]=[C:2]([O:1][CH2:41][C:40]#[CH:39])[CH:3]=5)=[CH:7][O:8]4)=[CH:13][CH:12]=3)[CH:20]=[N:21]2)[CH:25]=[CH:26][CH:27]=[CH:28][CH:29]=1, predict the reactants needed to synthesize it. The reactants are: [OH:1][C:2]1[CH:3]=[C:4]([CH:30]=[CH:31][CH:32]=1)[CH2:5][C:6]1[C:15](=[O:16])[C:14]2[C:9](=[CH:10][C:11]([O:17][CH2:18][C:19]3[CH:20]=[N:21][N:22]([C:24]4[CH:29]=[CH:28][CH:27]=[CH:26][CH:25]=4)[CH:23]=3)=[CH:12][CH:13]=2)[O:8][CH:7]=1.C(=O)([O-])[O-].[K+].[K+].[CH2:39](Br)[C:40]#[CH:41].